Dataset: NCI-60 drug combinations with 297,098 pairs across 59 cell lines. Task: Regression. Given two drug SMILES strings and cell line genomic features, predict the synergy score measuring deviation from expected non-interaction effect. Drug 1: C1=NC2=C(N=C(N=C2N1C3C(C(C(O3)CO)O)O)F)N. Drug 2: C1CC(=O)NC(=O)C1N2C(=O)C3=CC=CC=C3C2=O. Cell line: BT-549. Synergy scores: CSS=1.58, Synergy_ZIP=-1.82, Synergy_Bliss=-3.22, Synergy_Loewe=-4.39, Synergy_HSA=-2.96.